From a dataset of Reaction yield outcomes from USPTO patents with 853,638 reactions. Predict the reaction yield, written as a fraction of the theoretical maximum amount of product (1.0 means a 100% yield; for example, 0.34 means a 34% yield). The reactants are [H-].[Na+].[C:3](=O)([O:7]CC)[O:4][CH2:5][CH3:6].[C:11]([C:14]1[CH:15]=[C:16]([CH2:22][CH:23]([CH2:29][CH3:30])[C:24]([O:26][CH2:27][CH3:28])=[O:25])[CH:17]=[CH:18][C:19]=1[O:20][CH3:21])(=[O:13])[CH3:12].Cl. The catalyst is C(OCC)(=O)C.C(O)C.C(OCC)C. The product is [CH2:5]([O:4][C:3]([CH2:12][C:11]([C:14]1[CH:15]=[C:16]([CH2:22][CH:23]([CH2:29][CH3:30])[C:24]([O:26][CH2:27][CH3:28])=[O:25])[CH:17]=[CH:18][C:19]=1[O:20][CH3:21])=[O:13])=[O:7])[CH3:6]. The yield is 0.580.